This data is from Full USPTO retrosynthesis dataset with 1.9M reactions from patents (1976-2016). The task is: Predict the reactants needed to synthesize the given product. Given the product [CH2:1]([N:8]([CH3:27])[C:9]([CH:11]1[C:23]2[C:22]3[C:17](=[CH:18][CH:19]=[CH:20][CH:21]=3)[N:16]([CH2:24][CH2:25][O:26][S:35]([CH3:34])(=[O:37])=[O:36])[C:15]=2[CH2:14][CH2:13][CH2:12]1)=[O:10])[C:2]1[CH:3]=[CH:4][CH:5]=[CH:6][CH:7]=1, predict the reactants needed to synthesize it. The reactants are: [CH2:1]([N:8]([CH3:27])[C:9]([CH:11]1[C:23]2[C:22]3[C:17](=[CH:18][CH:19]=[CH:20][CH:21]=3)[N:16]([CH2:24][CH2:25][OH:26])[C:15]=2[CH2:14][CH2:13][CH2:12]1)=[O:10])[C:2]1[CH:7]=[CH:6][CH:5]=[CH:4][CH:3]=1.N1C=CC=CC=1.[CH3:34][S:35](Cl)(=[O:37])=[O:36].